Dataset: Full USPTO retrosynthesis dataset with 1.9M reactions from patents (1976-2016). Task: Predict the reactants needed to synthesize the given product. (1) Given the product [N+:1]([C:4]1[CH:11]=[CH:10][CH:9]=[CH:8][C:5]=1[CH:6]=[C:16]1[S:12][C:13](=[O:18])[NH:14][C:15]1=[O:17])([O-:3])=[O:2], predict the reactants needed to synthesize it. The reactants are: [N+:1]([C:4]1[CH:11]=[CH:10][CH:9]=[CH:8][C:5]=1[CH:6]=O)([O-:3])=[O:2].[S:12]1[CH2:16][C:15](=[O:17])[NH:14][C:13]1=[O:18].C([O-])(=O)C.[Na+].O. (2) Given the product [CH3:15][N:13]1[CH2:12][CH2:11][C:6]2[N:7]([CH2:32][C:30]#[C:31][C:19]3[CH:24]=[CH:23][CH:22]=[CH:21][N:20]=3)[C:8]3[CH:9]=[CH:10][C:2]([CH3:1])=[CH:3][C:4]=3[C:5]=2[CH2:14]1, predict the reactants needed to synthesize it. The reactants are: [CH3:1][C:2]1[CH:10]=[CH:9][C:8]2[NH:7][C:6]3[CH2:11][CH2:12][N:13]([C:15]([O-])=O)[CH2:14][C:5]=3[C:4]=2[CH:3]=1.Br[C:19]1[CH:24]=[CH:23][CH:22]=[CH:21][N:20]=1.C(N([CH2:30][CH3:31])CC)C.[C:32](#N)C. (3) Given the product [N:32]([CH2:35][CH2:36][O:37][CH2:38][CH2:39][O:40][CH2:41][CH2:42][O:43][CH2:44][CH2:45][O:3][CH:4]1[CH2:9][CH2:8][N:7]([C:10]2[CH:15]=[C:14]([CH3:16])[C:13]([C:17]3[N:18]=[C:19]([NH:22][C:23](=[O:30])[C:24]4[CH:29]=[CH:28][N:27]=[CH:26][CH:25]=4)[S:20][CH:21]=3)=[C:12]([CH3:31])[CH:11]=2)[CH2:6][CH2:5]1)=[N+:33]=[N-:34], predict the reactants needed to synthesize it. The reactants are: [H-].[Na+].[OH:3][CH:4]1[CH2:9][CH2:8][N:7]([C:10]2[CH:15]=[C:14]([CH3:16])[C:13]([C:17]3[N:18]=[C:19]([NH:22][C:23](=[O:30])[C:24]4[CH:29]=[CH:28][N:27]=[CH:26][CH:25]=4)[S:20][CH:21]=3)=[C:12]([CH3:31])[CH:11]=2)[CH2:6][CH2:5]1.[N:32]([CH2:35][CH2:36][O:37][CH2:38][CH2:39][O:40][CH2:41][CH2:42][O:43][CH2:44][CH2:45]I)=[N+:33]=[N-:34].O.